From a dataset of Reaction yield outcomes from USPTO patents with 853,638 reactions. Predict the reaction yield, written as a fraction of the theoretical maximum amount of product (1.0 means a 100% yield; for example, 0.34 means a 34% yield). (1) The yield is 0.230. No catalyst specified. The product is [O:24]1[CH2:27][CH:26]([O:28]/[N:29]=[C:21](/[C:18]2[N:17]=[C:16]3[N:12]([CH2:11][C:7]4[CH:6]=[C:5]5[C:10](=[CH:9][CH:8]=4)[N:1]=[CH:2][CH:3]=[CH:4]5)[N:13]=[N:14][C:15]3=[N:20][CH:19]=2)\[CH3:22])[CH2:25]1. The reactants are [N:1]1[C:10]2[C:5](=[CH:6][C:7]([CH2:11][N:12]3[C:16]4=[N:17][C:18]([C:21](=O)[CH3:22])=[CH:19][N:20]=[C:15]4[N:14]=[N:13]3)=[CH:8][CH:9]=2)[CH:4]=[CH:3][CH:2]=1.[O:24]1[CH2:27][CH:26]([O:28][NH2:29])[CH2:25]1. (2) The reactants are C([Sn](CCCC)(CCCC)[C:6]1[N:10]([C:11]2[CH:18]=[CH:17][C:14]([C:15]#[N:16])=[CH:13][CH:12]=2)[N:9]=[N:8][CH:7]=1)CCC.[CH3:27][NH:28][C:29]([C:31]1[C:32](=[O:49])[N:33]([C:39]2[CH:44]=[CH:43][CH:42]=[C:41]([C:45]([F:48])([F:47])[F:46])[CH:40]=2)[C:34]([CH3:38])=[C:35](I)[CH:36]=1)=[O:30]. The catalyst is COCCOC. The product is [CH3:27][NH:28][C:29]([C:31]1[C:32](=[O:49])[N:33]([C:39]2[CH:44]=[CH:43][CH:42]=[C:41]([C:45]([F:48])([F:46])[F:47])[CH:40]=2)[C:34]([CH3:38])=[C:35]([C:6]2[N:10]([C:11]3[CH:12]=[CH:13][C:14]([C:15]#[N:16])=[CH:17][CH:18]=3)[N:9]=[N:8][CH:7]=2)[CH:36]=1)=[O:30]. The yield is 0.400. (3) The product is [CH3:9][O:8][C:6](=[O:7])[C:5]1[CH:10]=[CH:11][C:2]([S:22][CH2:15][C:16]2[CH:21]=[CH:20][CH:19]=[CH:18][CH:17]=2)=[C:3]([N+:12]([O-:14])=[O:13])[CH:4]=1. The yield is 0.880. The reactants are Cl[C:2]1[CH:11]=[CH:10][C:5]([C:6]([O:8][CH3:9])=[O:7])=[CH:4][C:3]=1[N+:12]([O-:14])=[O:13].[CH2:15]([SH:22])[C:16]1[CH:21]=[CH:20][CH:19]=[CH:18][CH:17]=1.C([O-])([O-])=O.[Na+].[Na+]. The catalyst is CCO.O. (4) The reactants are [Cl:1][C:2]1[N:11]=[C:10]2[C:5]([CH:6]=[CH:7][C:8]([N:12]3[CH:20]([CH2:21][C:22](=[O:28])[CH2:23][CH2:24][CH:25]([CH3:27])[CH3:26])[C:19]4[C:14](=[CH:15][CH:16]=[CH:17][CH:18]=4)[C:13]3=[O:29])=[N:9]2)=[CH:4][CH:3]=1.C[O:31]CCOC.O1CCCC1.[OH-].[K+]. The catalyst is O. The product is [Cl:1][C:2]1[N:11]=[C:10]2[C:5]([CH:6]=[CH:7][C:8]([NH:12][CH:20]([C:19]3[CH:18]=[CH:17][CH:16]=[CH:15][C:14]=3[C:13]([OH:31])=[O:29])[CH2:21][C:22](=[O:28])[CH2:23][CH2:24][CH:25]([CH3:26])[CH3:27])=[N:9]2)=[CH:4][CH:3]=1. The yield is 0.850. (5) The reactants are [NH2:1][CH:2]1[CH2:7][CH2:6][N:5]([C:8]([O:10][CH2:11][C:12]2[CH:17]=[CH:16][CH:15]=[CH:14][CH:13]=2)=[O:9])[CH2:4][CH2:3]1.C(N(CC)CC)C.Br[CH:26]([CH3:33])[CH2:27][CH2:28][CH2:29][C:30](Cl)=[O:31]. The catalyst is C1COCC1. The product is [O:31]=[C:30]1[CH2:29][CH2:28][CH2:27][CH2:26][CH2:33][N:1]1[CH:2]1[CH2:3][CH2:4][N:5]([C:8]([O:10][CH2:11][C:12]2[CH:17]=[CH:16][CH:15]=[CH:14][CH:13]=2)=[O:9])[CH2:6][CH2:7]1. The yield is 0.100. (6) The reactants are [Cl:1][C:2]1[N:10]([CH2:11][CH:12]=[CH2:13])[C:9]2[C:8](=[O:14])[NH:7][C:6](=[O:15])[NH:5][C:4]=2[N:3]=1.C(=O)([O-])[O-].[Na+].[Na+].[CH2:22](I)[CH2:23][CH2:24][CH2:25][CH3:26]. The catalyst is CN(C=O)C.O. The product is [Cl:1][C:2]1[N:10]([CH2:11][CH:12]=[CH2:13])[C:9]2[C:8](=[O:14])[NH:7][C:6](=[O:15])[N:5]([CH2:22][CH2:23][CH2:24][CH2:25][CH3:26])[C:4]=2[N:3]=1. The yield is 0.740.